The task is: Regression. Given two drug SMILES strings and cell line genomic features, predict the synergy score measuring deviation from expected non-interaction effect.. This data is from NCI-60 drug combinations with 297,098 pairs across 59 cell lines. Drug 1: CC(CN1CC(=O)NC(=O)C1)N2CC(=O)NC(=O)C2. Drug 2: CC1=C(C(=CC=C1)Cl)NC(=O)C2=CN=C(S2)NC3=CC(=NC(=N3)C)N4CCN(CC4)CCO. Cell line: NCI-H322M. Synergy scores: CSS=19.7, Synergy_ZIP=-6.12, Synergy_Bliss=2.90, Synergy_Loewe=-12.7, Synergy_HSA=2.49.